From a dataset of NCI-60 drug combinations with 297,098 pairs across 59 cell lines. Regression. Given two drug SMILES strings and cell line genomic features, predict the synergy score measuring deviation from expected non-interaction effect. (1) Drug 1: C1=NC(=NC(=O)N1C2C(C(C(O2)CO)O)O)N. Drug 2: CC1=C(C(=O)C2=C(C1=O)N3CC4C(C3(C2COC(=O)N)OC)N4)N. Cell line: SK-MEL-5. Synergy scores: CSS=57.4, Synergy_ZIP=2.26, Synergy_Bliss=4.41, Synergy_Loewe=-10.8, Synergy_HSA=8.48. (2) Drug 1: C1C(C(OC1N2C=C(C(=O)NC2=O)F)CO)O. Drug 2: CCC1(CC2CC(C3=C(CCN(C2)C1)C4=CC=CC=C4N3)(C5=C(C=C6C(=C5)C78CCN9C7C(C=CC9)(C(C(C8N6C=O)(C(=O)OC)O)OC(=O)C)CC)OC)C(=O)OC)O.OS(=O)(=O)O. Cell line: NCIH23. Synergy scores: CSS=30.5, Synergy_ZIP=-4.05, Synergy_Bliss=2.30, Synergy_Loewe=-8.62, Synergy_HSA=7.34. (3) Cell line: HOP-62. Drug 2: CN(CCCl)CCCl.Cl. Drug 1: CCCCCOC(=O)NC1=NC(=O)N(C=C1F)C2C(C(C(O2)C)O)O. Synergy scores: CSS=10.0, Synergy_ZIP=1.11, Synergy_Bliss=7.64, Synergy_Loewe=-4.89, Synergy_HSA=0.543. (4) Drug 1: C1C(C(OC1N2C=NC3=C(N=C(N=C32)Cl)N)CO)O. Drug 2: COC1=NC(=NC2=C1N=CN2C3C(C(C(O3)CO)O)O)N. Cell line: HL-60(TB). Synergy scores: CSS=61.5, Synergy_ZIP=5.01, Synergy_Bliss=6.68, Synergy_Loewe=-11.4, Synergy_HSA=3.80. (5) Drug 1: C1CCC(C1)C(CC#N)N2C=C(C=N2)C3=C4C=CNC4=NC=N3. Drug 2: CC1=C(N=C(N=C1N)C(CC(=O)N)NCC(C(=O)N)N)C(=O)NC(C(C2=CN=CN2)OC3C(C(C(C(O3)CO)O)O)OC4C(C(C(C(O4)CO)O)OC(=O)N)O)C(=O)NC(C)C(C(C)C(=O)NC(C(C)O)C(=O)NCCC5=NC(=CS5)C6=NC(=CS6)C(=O)NCCC[S+](C)C)O. Cell line: SK-MEL-2. Synergy scores: CSS=-5.07, Synergy_ZIP=-0.174, Synergy_Bliss=-4.38, Synergy_Loewe=-21.4, Synergy_HSA=-10.1. (6) Drug 1: C1=CC(=CC=C1C#N)C(C2=CC=C(C=C2)C#N)N3C=NC=N3. Drug 2: CC1=C(C(CCC1)(C)C)C=CC(=CC=CC(=CC(=O)O)C)C. Cell line: 786-0. Synergy scores: CSS=-10.5, Synergy_ZIP=2.98, Synergy_Bliss=0.318, Synergy_Loewe=-6.68, Synergy_HSA=-6.31.